Task: Predict the reaction yield, written as a fraction of the theoretical maximum amount of product (1.0 means a 100% yield; for example, 0.34 means a 34% yield).. Dataset: Reaction yield outcomes from USPTO patents with 853,638 reactions (1) The reactants are [N:1]([CH2:4][C@H:5]1[CH2:8][CH2:7][N:6]1[C:9]([O:11][C:12]([CH3:15])([CH3:14])[CH3:13])=[O:10])=[N+]=[N-].[H][H]. The catalyst is [Pd].CO. The product is [NH2:1][CH2:4][C@H:5]1[CH2:8][CH2:7][N:6]1[C:9]([O:11][C:12]([CH3:15])([CH3:14])[CH3:13])=[O:10]. The yield is 1.00. (2) The reactants are [OH:1][CH:2]([C:11]1[CH:16]=[CH:15][CH:14]=[CH:13][CH:12]=1)[C:3]1[C:8]([OH:9])=[CH:7][CH:6]=[C:5]([CH3:10])[N:4]=1.ClCCl. The catalyst is CO.[O-2].[O-2].[Mn+4]. The product is [OH:9][C:8]1[C:3]([C:2]([C:11]2[CH:12]=[CH:13][CH:14]=[CH:15][CH:16]=2)=[O:1])=[N:4][C:5]([CH3:10])=[CH:6][CH:7]=1. The yield is 0.800. (3) The reactants are [CH3:1][CH:2]([CH3:6])[C:3](=[S:5])[NH2:4].Cl[CH:8]([C:14]([CH3:16])=O)[C:9]([O:11][CH2:12][CH3:13])=[O:10]. The catalyst is C(O)C. The product is [CH2:12]([O:11][C:9]([C:8]1[S:5][C:3]([CH:2]([CH3:6])[CH3:1])=[N:4][C:14]=1[CH3:16])=[O:10])[CH3:13]. The yield is 0.930. (4) The reactants are Br[C:2]1[CH:7]=[C:6]([C:8]([CH3:11])([CH3:10])[CH3:9])[C:5]([N+:12]([O-:14])=[O:13])=[CH:4][C:3]=1[NH2:15].CCN(CC)CC.[CH3:23][Si:24]([C:27]#[CH:28])([CH3:26])[CH3:25]. The catalyst is C1(C)C=CC=CC=1.O.Cl[Pd](Cl)([P](C1C=CC=CC=1)(C1C=CC=CC=1)C1C=CC=CC=1)[P](C1C=CC=CC=1)(C1C=CC=CC=1)C1C=CC=CC=1.[Cu]I. The product is [C:8]([C:6]1[C:5]([N+:12]([O-:14])=[O:13])=[CH:4][C:3]([NH:15][C:28]#[C:27][Si:24]([CH3:26])([CH3:25])[CH3:23])=[CH:2][CH:7]=1)([CH3:11])([CH3:10])[CH3:9]. The yield is 0.810. (5) The reactants are [B:10]1([B:10]2[O:14][C:13]([CH3:16])([CH3:15])[C:12]([CH3:18])([CH3:17])[O:11]2)[O:14][C:13]([CH3:16])([CH3:15])[C:12]([CH3:18])([CH3:17])[O:11]1.Br[C:20]1[CH:21]=[C:22]([NH:28][C:29]2[CH:34]=[CH:33][N:32]=[C:31]([CH3:35])[N:30]=2)[C:23](=[O:27])[N:24]([CH3:26])[CH:25]=1.CC(C1C=C(C(C)C)C(C2C=CC=CC=2P(C2CCCCC2)C2CCCCC2)=C(C(C)C)C=1)C.C([O-])(=O)C.[K+]. The catalyst is C1C=CC(/C=C/C(/C=C/C2C=CC=CC=2)=O)=CC=1.C1C=CC(/C=C/C(/C=C/C2C=CC=CC=2)=O)=CC=1.C1C=CC(/C=C/C(/C=C/C2C=CC=CC=2)=O)=CC=1.[Pd].[Pd].O1CCOCC1. The product is [CH3:26][N:24]1[CH:25]=[C:20]([B:10]2[O:11][C:12]([CH3:17])([CH3:18])[C:13]([CH3:15])([CH3:16])[O:14]2)[CH:21]=[C:22]([NH:28][C:29]2[CH:34]=[CH:33][N:32]=[C:31]([CH3:35])[N:30]=2)[C:23]1=[O:27]. The yield is 0.840.